Task: Predict the reactants needed to synthesize the given product.. Dataset: Full USPTO retrosynthesis dataset with 1.9M reactions from patents (1976-2016) (1) The reactants are: [CH:1]12[CH2:10][CH:5]3[CH2:6][CH:7]([CH2:9][CH:3]([CH2:4]3)[CH:2]1[N:11]1[C:14](=[O:15])[C:13]([CH3:17])([CH3:16])[NH:12]1)[CH2:8]2.Br.Br[CH2:20][C:21]1[CH:26]=[CH:25][CH:24]=[CH:23][N:22]=1. Given the product [CH3:16][C:13]1([CH3:17])[N:12]([CH2:20][C:21]2[CH:26]=[CH:25][CH:24]=[CH:23][N:22]=2)[N:11]([CH:2]2[CH:3]3[CH2:4][CH:5]4[CH2:6][CH:7]([CH2:8][CH:1]2[CH2:10]4)[CH2:9]3)[C:14]1=[O:15], predict the reactants needed to synthesize it. (2) Given the product [CH3:41][N:24]([CH3:25])[CH2:23][CH2:22][CH2:21][CH2:20][C@@H:19]([NH:18][C:16](=[O:17])[O:15][CH2:14][CH:12]1[C:11]2[CH:10]=[CH:9][CH:8]=[CH:7][C:6]=2[C:5]2[C:13]1=[CH:1][CH:2]=[CH:3][CH:4]=2)[CH2:32][S:33][C:34]1[CH:39]=[CH:38][CH:37]=[CH:36][CH:35]=1, predict the reactants needed to synthesize it. The reactants are: [CH:1]1[C:13]2[CH:12]([CH2:14][O:15][C:16]([NH:18][C@@H:19]([CH2:32][S:33][C:34]3[CH:39]=[CH:38][CH:37]=[CH:36][CH:35]=3)[CH2:20][CH2:21][CH2:22][CH2:23][NH:24][C:25](=O)OC(C)(C)C)=[O:17])[C:11]3[C:6](=[CH:7][CH:8]=[CH:9][CH:10]=3)[C:5]=2[CH:4]=[CH:3][CH:2]=1.Cl[CH2:41]Cl. (3) Given the product [CH3:1][O:2][C:3](=[O:26])[CH2:4][C:5]1[C:14]([CH3:15])=[C:13]([C:28]2[CH:33]=[CH:32][C:31]([S:34][C:35]3[CH:40]=[CH:39][CH:38]=[CH:37][C:36]=3[C:41]([F:44])([F:43])[F:42])=[CH:30][CH:29]=2)[C:12]2[C:7](=[CH:8][CH:9]=[C:10]([Cl:25])[CH:11]=2)[CH:6]=1, predict the reactants needed to synthesize it. The reactants are: [CH3:1][O:2][C:3](=[O:26])[CH2:4][C:5]1[C:14]([CH3:15])=[C:13](B2OC(C)(C)C(C)(C)O2)[C:12]2[C:7](=[CH:8][CH:9]=[C:10]([Cl:25])[CH:11]=2)[CH:6]=1.Br[C:28]1[CH:33]=[CH:32][C:31]([S:34][C:35]2[CH:40]=[CH:39][CH:38]=[CH:37][C:36]=2[C:41]([F:44])([F:43])[F:42])=[CH:30][CH:29]=1.C(=O)(O)[O-].[Na+].O. (4) Given the product [CH3:9][O:10][C:11]1[CH:12]=[C:13]([CH:24]=[CH:25][CH:26]=1)[O:14][CH2:15][C@@H:16]1[CH2:17][CH2:18][C@H:19]([CH2:22][NH:23][C:6]([C:4]2[CH:3]=[N:2][NH:1][CH:5]=2)=[O:8])[CH2:20][CH2:21]1, predict the reactants needed to synthesize it. The reactants are: [NH:1]1[CH:5]=[C:4]([C:6]([OH:8])=O)[CH:3]=[N:2]1.[CH3:9][O:10][C:11]1[CH:12]=[C:13]([CH:24]=[CH:25][CH:26]=1)[O:14][CH2:15][C@@H:16]1[CH2:21][CH2:20][C@H:19]([CH2:22][NH2:23])[CH2:18][CH2:17]1. (5) Given the product [CH2:1]([O:3][C:4]([C:5]1[NH:13][N:14]=[C:7]([O:18][CH2:17][CH3:16])[CH:6]=1)=[O:12])[CH3:2], predict the reactants needed to synthesize it. The reactants are: [CH2:1]([O:3][C:4](=[O:12])[CH2:5][C:6](=O)[C:7](Cl)(Cl)Cl)[CH3:2].[NH2:13][NH2:14].Cl.[CH3:16][CH2:17][OH:18]. (6) The reactants are: C1C=CC(P(C2C(C3C(P(C4C=CC=CC=4)C4C=CC=CC=4)=CC=C4C=3C=CC=C4)=C3C(C=CC=C3)=CC=2)C2C=CC=CC=2)=CC=1.N#N.C(=O)([O-])[O-].[Cs+].[Cs+].[CH3:55][O:56][C:57]1[CH:58]=[C:59]([CH:61]=[C:62]([O:64][CH2:65][CH2:66][O:67][CH2:68][CH2:69][O:70][CH2:71][CH2:72][O:73][CH3:74])[CH:63]=1)[NH2:60].Cl[C:76]1[CH:81]=[C:80]([O:82][C:83]2[C:92]3[C:87](=[CH:88][CH:89]=[CH:90][CH:91]=3)[C:86]([NH:93][C:94](=[O:100])[O:95][C:96]([CH3:99])([CH3:98])[CH3:97])=[CH:85][CH:84]=2)[CH:79]=[CH:78][N:77]=1. Given the product [CH3:55][O:56][C:57]1[CH:58]=[C:59]([NH:60][C:76]2[CH:81]=[C:80]([O:82][C:83]3[C:92]4[C:87](=[CH:88][CH:89]=[CH:90][CH:91]=4)[C:86]([NH:93][C:94](=[O:100])[O:95][C:96]([CH3:98])([CH3:97])[CH3:99])=[CH:85][CH:84]=3)[CH:79]=[CH:78][N:77]=2)[CH:61]=[C:62]([O:64][CH2:65][CH2:66][O:67][CH2:68][CH2:69][O:70][CH2:71][CH2:72][O:73][CH3:74])[CH:63]=1, predict the reactants needed to synthesize it. (7) Given the product [Br:1][C:2]1[CH:7]=[CH:6][C:5]([NH:8][C:9]([NH:30][C:29]2[CH:28]=[CH:27][C:26]([O:25][C:23]3[CH:22]=[CH:21][N:20]=[C:19]([C:17](=[O:18])[NH:16][CH3:15])[CH:24]=3)=[CH:32][CH:31]=2)=[O:10])=[CH:4][C:3]=1[C:11]([F:12])([F:13])[F:14], predict the reactants needed to synthesize it. The reactants are: [Br:1][C:2]1[CH:7]=[CH:6][C:5]([N:8]=[C:9]=[O:10])=[CH:4][C:3]=1[C:11]([F:14])([F:13])[F:12].[CH3:15][NH:16][C:17]([C:19]1[CH:24]=[C:23]([O:25][C:26]2[CH:32]=[CH:31][C:29]([NH2:30])=[CH:28][CH:27]=2)[CH:22]=[CH:21][N:20]=1)=[O:18].